Dataset: Reaction yield outcomes from USPTO patents with 853,638 reactions. Task: Predict the reaction yield, written as a fraction of the theoretical maximum amount of product (1.0 means a 100% yield; for example, 0.34 means a 34% yield). The reactants are [CH:1]([C:4]1[C:8]2[CH:9]=[CH:10][CH:11]=[CH:12][C:7]=2[O:6][C:5]=1[CH2:13][NH:14][CH3:15])([CH3:3])[CH3:2].[O:16]=[C:17]1[NH:26][C:25]2[N:24]=[CH:23][C:22](/[CH:27]=[CH:28]/[C:29]([OH:31])=O)=[CH:21][C:20]=2[CH2:19][CH2:18]1.ON1C2C=CC=CC=2N=N1.C(N(C(C)C)CC)(C)C.CN(C)CCCN=C=NCC. The catalyst is CN(C=O)C.O. The product is [CH:1]([C:4]1[C:8]2[CH:9]=[CH:10][CH:11]=[CH:12][C:7]=2[O:6][C:5]=1[CH2:13][N:14]([CH3:15])[C:29](=[O:31])/[CH:28]=[CH:27]/[C:22]1[CH:23]=[N:24][C:25]2[NH:26][C:17](=[O:16])[CH2:18][CH2:19][C:20]=2[CH:21]=1)([CH3:3])[CH3:2]. The yield is 0.170.